From a dataset of Reaction yield outcomes from USPTO patents with 853,638 reactions. Predict the reaction yield, written as a fraction of the theoretical maximum amount of product (1.0 means a 100% yield; for example, 0.34 means a 34% yield). (1) The reactants are [C:1]1([CH2:7][C:8]([OH:10])=O)[CH:6]=[CH:5][CH:4]=[CH:3][CH:2]=1.C(Cl)(=O)C(Cl)=O.[Br:17][C:18]1[CH:23]=[CH:22][C:21]([O:24]C)=[CH:20][CH:19]=1.[Al+3].[Cl-].[Cl-].[Cl-]. The catalyst is ClCCl.CN(C=O)C. The product is [Br:17][C:18]1[CH:19]=[CH:20][C:21]([OH:24])=[C:22]([C:8](=[O:10])[CH2:7][C:1]2[CH:2]=[CH:3][CH:4]=[CH:5][CH:6]=2)[CH:23]=1. The yield is 0.660. (2) The reactants are O.NN.[OH-].[K+].C(OC([N:11]1[CH2:16][CH2:15][CH:14]([NH:17][C:18]2[CH:23]=[CH:22][C:21]([NH:24][C:25](=[O:34])[C:26]3[CH:31]=[C:30]([Cl:32])[CH:29]=[CH:28][C:27]=3[OH:33])=[CH:20][C:19]=2[F:35])[CH2:13][CH2:12]1)=O)C.[Cl-].[NH4+]. The catalyst is C(O)CO.O. The product is [Cl:32][C:30]1[CH:29]=[CH:28][C:27]([OH:33])=[C:26]([CH:31]=1)[C:25]([NH:24][C:21]1[CH:22]=[CH:23][C:18]([NH:17][CH:14]2[CH2:15][CH2:16][NH:11][CH2:12][CH2:13]2)=[C:19]([F:35])[CH:20]=1)=[O:34]. The yield is 0.640. (3) The reactants are [O:1]([C:8]1[CH:9]=[C:10]([CH2:14][OH:15])[CH:11]=[N:12][CH:13]=1)[C:2]1[CH:7]=[CH:6][CH:5]=[CH:4][CH:3]=1. The catalyst is [O-2].[O-2].[Mn+4].C(Cl)Cl. The product is [O:1]([C:8]1[CH:9]=[C:10]([CH:14]=[O:15])[CH:11]=[N:12][CH:13]=1)[C:2]1[CH:3]=[CH:4][CH:5]=[CH:6][CH:7]=1. The yield is 0.810. (4) The reactants are [Cl:1][C:2]1[CH:3]=[N:4][N:5]([CH3:41])[C:6]=1[C:7]1[CH:8]=[C:9]([C:14]([NH:16][C@@H:17]([CH2:30][C:31]2[CH:36]=[CH:35][CH:34]=[CH:33][C:32]=2[C:37]([F:40])([F:39])[F:38])[CH2:18][N:19]2C(=O)C3C(=CC=CC=3)C2=O)=[O:15])[S:10][C:11]=1[CH2:12][CH3:13].NN. The catalyst is O1CCCC1.CO. The product is [NH2:19][CH2:18][C@@H:17]([NH:16][C:14]([C:9]1[S:10][C:11]([CH2:12][CH3:13])=[C:7]([C:6]2[N:5]([CH3:41])[N:4]=[CH:3][C:2]=2[Cl:1])[CH:8]=1)=[O:15])[CH2:30][C:31]1[CH:36]=[CH:35][CH:34]=[CH:33][C:32]=1[C:37]([F:40])([F:39])[F:38]. The yield is 0.570. (5) The reactants are [NH2:1][C:2]1[N:3]([CH3:26])[C:4](=[O:25])[C:5]([C:17]2[CH:18]=[C:19]([CH:22]=[CH:23][CH:24]=2)[CH:20]=O)([C:7]2[CH:12]=[CH:11][C:10]([O:13][CH:14]([F:16])[F:15])=[CH:9][CH:8]=2)[N:6]=1.[NH:27]1[CH2:31][CH2:30][CH2:29][CH2:28]1.C(O[BH-](OC(=O)C)OC(=O)C)(=O)C.[Na+].[OH-].[Na+]. The catalyst is ClCCCl.C(O)(=O)C. The product is [NH2:1][C:2]1[N:3]([CH3:26])[C:4](=[O:25])[C:5]([C:7]2[CH:12]=[CH:11][C:10]([O:13][CH:14]([F:15])[F:16])=[CH:9][CH:8]=2)([C:17]2[CH:24]=[CH:23][CH:22]=[C:19]([CH2:20][N:27]3[CH2:31][CH2:30][CH2:29][CH2:28]3)[CH:18]=2)[N:6]=1. The yield is 0.820. (6) The reactants are [F:8][C:7]([F:10])([F:9])[C:6](O[C:6](=[O:11])[C:7]([F:10])([F:9])[F:8])=[O:11].[CH3:14][NH:15][C:16]1[CH:17]=[N:18][O:19][C:20]=1[CH3:21].N1C=CC=CC=1. The catalyst is C(Cl)Cl. The product is [F:10][C:7]([F:8])([F:9])[C:6]([N:15]([CH3:14])[C:16]1[CH:17]=[N:18][O:19][C:20]=1[CH3:21])=[O:11]. The yield is 1.00. (7) The reactants are C1C=CC(P(C2C=CC3C(=CC=CC=3)C=2C2C3C(=CC=CC=3)C=CC=2P(C2C=CC=CC=2)C2C=CC=CC=2)C2C=CC=CC=2)=CC=1.[F:47][C:48]1[CH:49]=[C:50](B(O)O)[CH:51]=[CH:52][C:53]=1[F:54].CO.[CH2:60]([N:67]1[CH2:71][CH:70]=[C:69]([C:72](=[O:74])[CH3:73])[CH2:68]1)[C:61]1[CH:66]=[CH:65][CH:64]=[CH:63][CH:62]=1. The catalyst is O. The product is [CH2:60]([N:67]1[CH2:71][C@H:70]([C:50]2[CH:51]=[CH:52][C:53]([F:54])=[C:48]([F:47])[CH:49]=2)[C@@H:69]([C:72](=[O:74])[CH3:73])[CH2:68]1)[C:61]1[CH:66]=[CH:65][CH:64]=[CH:63][CH:62]=1. The yield is 0.400. (8) The reactants are [OH:1][C@H:2]([C:23]1[CH:28]=[CH:27][CH:26]=[CH:25][CH:24]=1)[CH2:3][CH2:4][N:5]1[CH2:10][CH2:9][CH:8]([C:11]2[CH:12]=[C:13]([NH:17][C:18](=[O:22])[CH:19]([CH3:21])[CH3:20])[CH:14]=[CH:15][CH:16]=2)[CH2:7][CH2:6]1.[N+:29]([C:32]1[CH:33]=[C:34](O)[CH:35]=[CH:36][CH:37]=1)([O-:31])=[O:30].C1(P(C2C=CC=CC=2)C2C=CC=CC=2)C=CC=CC=1.N(C(OCC)=O)=NC(OCC)=O.N. The catalyst is C1COCC1.C(Cl)(Cl)Cl. The product is [CH3:20][CH:19]([CH3:21])[C:18]([NH:17][C:13]1[CH:14]=[CH:15][CH:16]=[C:11]([CH:8]2[CH2:9][CH2:10][N:5]([CH2:4][CH2:3][C@@H:2]([O:1][C:36]3[CH:35]=[CH:34][CH:33]=[C:32]([N+:29]([O-:31])=[O:30])[CH:37]=3)[C:23]3[CH:24]=[CH:25][CH:26]=[CH:27][CH:28]=3)[CH2:6][CH2:7]2)[CH:12]=1)=[O:22]. The yield is 0.408. (9) The yield is 0.330. The reactants are [Br:1][C:2]1[CH:3]=[CH:4][CH:5]=[C:6]2[C:11]=1[N:10]=[CH:9][CH:8]=[C:7]2[CH:12]=[N:13][OH:14].ClN1C(=O)CCC1=O.C(=O)(O)[O-].[K+].[Cl:28][C:29]1[CH:34]=[C:33]([C:35]([C:37]([F:40])([F:39])[F:38])=[CH2:36])[CH:32]=[C:31]([Cl:41])[CH:30]=1. The catalyst is C1COCC1.CN(C=O)C. The product is [Br:1][C:2]1[CH:3]=[CH:4][CH:5]=[C:6]2[C:11]=1[N:10]=[CH:9][CH:8]=[C:7]2[C:12]1[CH2:36][C:35]([C:33]2[CH:32]=[C:31]([Cl:41])[CH:30]=[C:29]([Cl:28])[CH:34]=2)([C:37]([F:38])([F:40])[F:39])[O:14][N:13]=1. (10) The reactants are [N:1]1[CH:6]=[CH:5][CH:4]=[CH:3][C:2]=1[C:7]1[N:11]=[C:10]([C:12]2[CH:17]=[C:16]([C:18]#[N:19])[CH:15]=[C:14](Br)[CH:13]=2)[O:9][N:8]=1.B1([C:30]2[CH:35]=[N:34][CH:33]=[N:32][CH:31]=2)OC(C)(C)C(C)(C)O1.C(=O)([O-])[O-].[Na+].[Na+].COCCOC. The catalyst is CCCCCC.C1C=CC([P]([Pd]([P](C2C=CC=CC=2)(C2C=CC=CC=2)C2C=CC=CC=2)([P](C2C=CC=CC=2)(C2C=CC=CC=2)C2C=CC=CC=2)[P](C2C=CC=CC=2)(C2C=CC=CC=2)C2C=CC=CC=2)(C2C=CC=CC=2)C2C=CC=CC=2)=CC=1.C(OCC)(=O)C. The product is [N:1]1[CH:6]=[CH:5][CH:4]=[CH:3][C:2]=1[C:7]1[N:11]=[C:10]([C:12]2[CH:13]=[C:14]([C:30]3[CH:31]=[N:32][CH:33]=[N:34][CH:35]=3)[CH:15]=[C:16]([C:18]#[N:19])[CH:17]=2)[O:9][N:8]=1. The yield is 0.0600.